This data is from Catalyst prediction with 721,799 reactions and 888 catalyst types from USPTO. The task is: Predict which catalyst facilitates the given reaction. (1) Reactant: [Cl:1][C:2]1[C:3]([O:12][C:13]2[CH:18]=[C:17]([O:19][CH:20]([CH2:25][O:26][CH2:27][CH3:28])[CH2:21][O:22][CH2:23][CH3:24])[CH:16]=[CH:15][C:14]=2[CH2:29][CH2:30][CH2:31][OH:32])=[N:4][CH:5]=[C:6]([C:8]([F:11])([F:10])[F:9])[CH:7]=1.Cl[S:34]([N:37]=[C:38]=[O:39])(=[O:36])=[O:35].N1C=CC=CC=1.[CH:46]([O:49][CH2:50][CH2:51][NH2:52])([CH3:48])[CH3:47]. Product: [CH:46]([O:49][CH2:50][CH2:51][NH:52][S:34]([NH:37][C:38](=[O:39])[O:32][CH2:31][CH2:30][CH2:29][C:14]1[CH:15]=[CH:16][C:17]([O:19][CH:20]([CH2:25][O:26][CH2:27][CH3:28])[CH2:21][O:22][CH2:23][CH3:24])=[CH:18][C:13]=1[O:12][C:3]1[C:2]([Cl:1])=[CH:7][C:6]([C:8]([F:10])([F:9])[F:11])=[CH:5][N:4]=1)(=[O:36])=[O:35])([CH3:48])[CH3:47]. The catalyst class is: 93. (2) Reactant: [OH:1][C:2]1[CH:11]=[C:10]([C:12]([O:14][CH3:15])=[O:13])[CH:9]=[C:8]2[C:3]=1[CH2:4][CH2:5][N:6]([CH2:17][CH:18]([CH3:20])[CH3:19])[C:7]2=[O:16].[CH3:21][S:22]([C:25]1[CH:30]=[CH:29][C:28](F)=[CH:27][CH:26]=1)(=[O:24])=[O:23].C([O-])([O-])=O.[Cs+].[Cs+]. Product: [CH2:17]([N:6]1[CH2:5][CH2:4][C:3]2[C:8](=[CH:9][C:10]([C:12]([O:14][CH3:15])=[O:13])=[CH:11][C:2]=2[O:1][C:28]2[CH:29]=[CH:30][C:25]([S:22]([CH3:21])(=[O:24])=[O:23])=[CH:26][CH:27]=2)[C:7]1=[O:16])[CH:18]([CH3:20])[CH3:19]. The catalyst class is: 122.